Dataset: Forward reaction prediction with 1.9M reactions from USPTO patents (1976-2016). Task: Predict the product of the given reaction. (1) Given the reactants [C:1]([O:5][C:6]1[C:11]([O:12][CH3:13])=[C:10]([F:14])[N:9]=[C:8](F)[C:7]=1[F:16])([CH3:4])([CH3:3])[CH3:2].O.[NH2:18][NH2:19], predict the reaction product. The product is: [C:1]([O:5][C:6]1[C:11]([O:12][CH3:13])=[C:10]([F:14])[N:9]=[C:8]([NH:18][NH2:19])[C:7]=1[F:16])([CH3:4])([CH3:3])[CH3:2]. (2) Given the reactants [SH:1][C:2]1[CH:3]=[C:4]([CH:8]=[CH:9][CH:10]=1)[C:5]([OH:7])=[O:6].Cl.[Cl:12][C:13]1[CH:14]=[C:15]([CH:29]=[CH:30][C:31]=1[Cl:32])[CH2:16][N:17]1[CH2:22][CH2:21][O:20][C@@H:19]([CH2:23][NH:24][C:25](=[O:28])[CH2:26]Cl)[CH2:18]1.[C:33](=O)([O-])[O-].[K+].[K+].CI, predict the reaction product. The product is: [Cl:12][C:13]1[CH:14]=[C:15]([CH:29]=[CH:30][C:31]=1[Cl:32])[CH2:16][N:17]1[CH2:22][CH2:21][O:20][C@@H:19]([CH2:23][NH:24][C:25](=[O:28])[CH2:26][S:1][C:2]2[CH:10]=[CH:9][CH:8]=[C:4]([C:5]([O:7][CH3:33])=[O:6])[CH:3]=2)[CH2:18]1. (3) Given the reactants [Br:1][C:2]1[CH:10]=[C:9]([CH3:11])[C:8]2[NH:7][CH:6]=[CH:5][C:4]=2[C:3]=1[C:12]#[N:13].[S:14](Cl)([C:17]1[CH:23]=[CH:22][C:20]([CH3:21])=[CH:19][CH:18]=1)(=[O:16])=[O:15].[OH-].[Na+], predict the reaction product. The product is: [Br:1][C:2]1[CH:10]=[C:9]([CH3:11])[C:8]2[N:7]([S:14]([C:17]3[CH:23]=[CH:22][C:20]([CH3:21])=[CH:19][CH:18]=3)(=[O:16])=[O:15])[CH:6]=[CH:5][C:4]=2[C:3]=1[C:12]#[N:13]. (4) Given the reactants [Br:1][C:2]1[CH:10]=[C:9]2[C:5]([CH2:6][CH2:7][C:8]2=[O:11])=[CH:4][CH:3]=1.Br[CH2:13][CH2:14][CH:15]([O:19][CH3:20])[CH2:16][CH2:17]Br.[H-].[Na+], predict the reaction product. The product is: [Br:1][C:2]1[CH:10]=[C:9]2[C:5]([CH2:6][C:7]3([CH2:17][CH2:16][CH:15]([O:19][CH3:20])[CH2:14][CH2:13]3)[C:8]2=[O:11])=[CH:4][CH:3]=1. (5) Given the reactants Cl[C:2]1[CH:7]=[CH:6][N:5]=[CH:4][C:3]=1[N+:8]([O-:10])=[O:9].[CH2:11]([OH:21])[C:12]1[CH:20]=[CH:19][C:18]2[O:17][CH2:16][O:15][C:14]=2[CH:13]=1, predict the reaction product. The product is: [O:17]1[C:18]2[CH:19]=[CH:20][C:12]([CH2:11][O:21][C:2]3[CH:7]=[CH:6][N:5]=[CH:4][C:3]=3[N+:8]([O-:10])=[O:9])=[CH:13][C:14]=2[O:15][CH2:16]1. (6) Given the reactants [ClH:1].Cl.F[C:4]1C=CC(CCOC2C=CC(C3(O)CCCCC3CCN3CCN(C)CC3)=CC=2)=CC=1.Cl.Cl.[F:37][C:38]1[CH:43]=[CH:42][C:41]([CH2:44][CH2:45][O:46][C:47]2[CH:52]=[CH:51][C:50]([CH:53]([C:61]3([OH:67])[CH2:66][CH2:65][CH2:64][CH2:63][CH2:62]3)[CH2:54][N:55]3[CH2:60][CH2:59][NH:58][CH2:57][CH2:56]3)=[CH:49][CH:48]=2)=[CH:40][CH:39]=1, predict the reaction product. The product is: [ClH:1].[ClH:1].[F:37][C:38]1[CH:39]=[CH:40][C:41]([CH2:44][CH2:45][O:46][C:47]2[CH:48]=[CH:49][C:50]([CH:53]([C:61]3([OH:67])[CH2:62][CH2:63][CH2:64][CH2:65][CH2:66]3)[CH2:54][N:55]3[CH2:60][CH2:59][N:58]([CH3:4])[CH2:57][CH2:56]3)=[CH:51][CH:52]=2)=[CH:42][CH:43]=1. (7) Given the reactants [CH2:1]([O:3][C:4]([C:6]1[S:7][C:8]([CH2:11][NH:12][C:13]([O:15]C(C)(C)C)=O)=[N:9][N:10]=1)=[O:5])[CH3:2].[CH3:20]C(O)=O, predict the reaction product. The product is: [CH2:1]([O:3][C:4]([C:6]1[S:7][C:8]([CH2:11][NH:12][C:13](=[O:15])[CH3:20])=[N:9][N:10]=1)=[O:5])[CH3:2]. (8) Given the reactants Cl[C:2]1[N:7]=[C:6]([NH:8][C:9]2[CH:14]=[CH:13][C:12]([N:15]3[CH2:20][CH2:19][O:18][CH2:17][CH2:16]3)=[CH:11][C:10]=2[O:21][CH3:22])[C:5]([Cl:23])=[CH:4][N:3]=1.[NH2:24][C:25]1[C:26]([O:38][CH3:39])=[CH:27][C:28]2[N:34]([CH3:35])[C:33](=[O:36])[O:32][CH2:31][CH2:30][C:29]=2[CH:37]=1, predict the reaction product. The product is: [Cl:23][C:5]1[C:6]([NH:8][C:9]2[CH:14]=[CH:13][C:12]([N:15]3[CH2:20][CH2:19][O:18][CH2:17][CH2:16]3)=[CH:11][C:10]=2[O:21][CH3:22])=[N:7][C:2]([NH:24][C:25]2[C:26]([O:38][CH3:39])=[CH:27][C:28]3[N:34]([CH3:35])[C:33](=[O:36])[O:32][CH2:31][CH2:30][C:29]=3[CH:37]=2)=[N:3][CH:4]=1. (9) Given the reactants [NH:1]1[CH:5]=[C:4]([C:6]2[C:7]([C:12]3[CH:17]=[CH:16][CH:15]=[CH:14][CH:13]=3)=[N:8][O:9][C:10]=2[CH3:11])[N:3]=[CH:2]1.[Cl:18][C:19]1[CH:20]=[C:21](B(O)O)[CH:22]=[CH:23][CH:24]=1, predict the reaction product. The product is: [Cl:18][C:19]1[CH:24]=[C:23]([N:1]2[CH:5]=[C:4]([C:6]3[C:7]([C:12]4[CH:13]=[CH:14][CH:15]=[CH:16][CH:17]=4)=[N:8][O:9][C:10]=3[CH3:11])[N:3]=[CH:2]2)[CH:22]=[CH:21][CH:20]=1. (10) Given the reactants [CH:1]([C:3]1[CH:12]=[CH:11][C:6]([C:7]([O:9]C)=[O:8])=[CH:5][CH:4]=1)=O.[F:13][C:14]([F:31])([F:30])[CH2:15]P(=O)(C1C=CC=CC=1)C1C=CC=CC=1, predict the reaction product. The product is: [F:13][C:14]([F:31])([F:30])[CH:15]=[CH:1][C:3]1[CH:12]=[CH:11][C:6]([C:7]([OH:9])=[O:8])=[CH:5][CH:4]=1.